From a dataset of CYP2C19 inhibition data for predicting drug metabolism from PubChem BioAssay. Regression/Classification. Given a drug SMILES string, predict its absorption, distribution, metabolism, or excretion properties. Task type varies by dataset: regression for continuous measurements (e.g., permeability, clearance, half-life) or binary classification for categorical outcomes (e.g., BBB penetration, CYP inhibition). Dataset: cyp2c19_veith. (1) The drug is CCOC(=O)C1C(=O)C=C(c2ccc(NS(C)(=O)=O)cc2)CC1c1ccco1. The result is 1 (inhibitor). (2) The molecule is CC(=O)OC[C@H]1O[C@@H](O/N=C(\C)CCN2CCCc3nc(C)c(C)cc32)[C@H](OC(C)=O)[C@@H](OC(C)=O)[C@H]1OC(C)=O. The result is 0 (non-inhibitor). (3) The compound is Cc1noc(C)c1C(=O)N1CCC2(CCN(C(=O)Nc3ccccc3)CC2)CC1. The result is 0 (non-inhibitor). (4) The molecule is CCC(Sc1nc(=O)cc(N)n1CCc1ccccc1)C(=O)Nc1ccccc1C#N. The result is 1 (inhibitor). (5) The compound is COc1ccc(-n2c(=O)c(CCc3ccccc3)nc3cnc(OC)nc32)cc1. The result is 1 (inhibitor). (6) The drug is Cn1c(=O)c2[nH]c(CCCc3ccc([N+](=O)[O-])cc3)nc2n(C)c1=O. The result is 0 (non-inhibitor).